This data is from Reaction yield outcomes from USPTO patents with 853,638 reactions. The task is: Predict the reaction yield, written as a fraction of the theoretical maximum amount of product (1.0 means a 100% yield; for example, 0.34 means a 34% yield). (1) The reactants are C(OC(NC(C1C=CC=CC=1)C(O)=O)=O)(C)(C)C.C1C=CC2N(O)N=NC=2C=1.C1CCC(N=C=NC2CCCCC2)CC1.N12CCC(CC1)[C@@H](O)C2.C(OC([NH:60][CH:61]([C:73]1[CH:78]=[CH:77][CH:76]=[CH:75][CH:74]=1)[C:62]([O:64][C@@H:65]1[CH:70]2[CH2:71][CH2:72][N:67]([CH2:68][CH2:69]2)[CH2:66]1)=[O:63])=O)(C)(C)C.[ClH:79].C1(N)C(F)=C(F)C(F)=C(N)C=1F.Cl.Cl. The catalyst is C1COCC1.C(Cl)Cl.O1CCOCC1. The product is [ClH:79].[ClH:79].[NH2:60][CH:61]([C:73]1[CH:78]=[CH:77][CH:76]=[CH:75][CH:74]=1)[C:62]([O:64][C@@H:65]1[CH:70]2[CH2:69][CH2:68][N:67]([CH2:72][CH2:71]2)[CH2:66]1)=[O:63]. The yield is 0.970. (2) The reactants are [OH:1][N:2]1[CH2:7][CH2:6][O:5][CH2:4][CH2:3]1.[CH:8]1([Mg]Cl)[CH2:12][CH2:11][CH2:10][CH2:9]1.[Cl-].[NH4+]. The catalyst is ClCCl.O=[Mn]=O. The product is [CH:8]1([CH:3]2[CH2:4][O:5][CH2:6][CH2:7][N:2]2[OH:1])[CH2:12][CH2:11][CH2:10][CH2:9]1. The yield is 0.290. (3) The reactants are [Br:1][C:2]1[C:11]2[C:6](=[CH:7][C:8]([C:12]#[N:13])=[CH:9][CH:10]=2)[CH:5]=[CH:4][C:3]=1[NH:14][C:15](=[O:21])[O:16][C:17]([CH3:20])([CH3:19])[CH3:18].[H-].[Na+].[Cl:24][CH:25]=[CH:26][CH2:27]Cl. The catalyst is CN(C=O)C.O. The product is [Br:1][C:2]1[C:11]2[C:6](=[CH:7][C:8]([C:12]#[N:13])=[CH:9][CH:10]=2)[CH:5]=[CH:4][C:3]=1[N:14]([CH2:27][CH:26]=[CH:25][Cl:24])[C:15](=[O:21])[O:16][C:17]([CH3:18])([CH3:20])[CH3:19]. The yield is 0.960. (4) The reactants are C([O-])(=O)C.[K+].Br[C:7]1[CH:12]=[CH:11][C:10]([N:13]2[N:17]=[C:16]([CH3:18])[CH:15]=[N:14]2)=[CH:9][CH:8]=1.[CH3:19][C:20]1([CH3:36])[C:24]([CH3:26])([CH3:25])[O:23][B:22]([B:22]2[O:23][C:24]([CH3:26])([CH3:25])[C:20]([CH3:36])([CH3:19])[O:21]2)[O:21]1. The catalyst is O1CCOCC1.C1C=CC(P(C2C=CC=CC=2)[C-]2C=CC=C2)=CC=1.C1C=CC(P(C2C=CC=CC=2)[C-]2C=CC=C2)=CC=1.Cl[Pd]Cl.[Fe+2]. The product is [CH3:18][C:16]1[CH:15]=[N:14][N:13]([C:10]2[CH:11]=[CH:12][C:7]([B:22]3[O:23][C:24]([CH3:26])([CH3:25])[C:20]([CH3:36])([CH3:19])[O:21]3)=[CH:8][CH:9]=2)[N:17]=1. The yield is 0.980. (5) The reactants are [Cl:1][C:2]1[N:3]=[C:4](Cl)[C:5]2[CH:11]=[CH:10][CH:9]=[N:8][C:6]=2[N:7]=1.C([Sn](CCCC)(CCCC)[C:18]1[O:19][CH:20]=[CH:21][CH:22]=1)CCC. The catalyst is Cl[Pd](Cl)([P](C1C=CC=CC=1)(C1C=CC=CC=1)C1C=CC=CC=1)[P](C1C=CC=CC=1)(C1C=CC=CC=1)C1C=CC=CC=1. The product is [Cl:1][C:2]1[N:3]=[C:4]([C:18]2[O:19][CH:20]=[CH:21][CH:22]=2)[C:5]2[CH:11]=[CH:10][CH:9]=[N:8][C:6]=2[N:7]=1. The yield is 0.940. (6) The reactants are [NH:1]1[CH2:9][CH2:8][CH:4]([C:5]([NH2:7])=[O:6])[CH2:3][CH2:2]1.[CH:10](=O)[C:11]1[CH:16]=[CH:15][CH:14]=[CH:13][CH:12]=1.C(O[BH-](OC(=O)C)OC(=O)C)(=O)C.[Na+]. The catalyst is ClCCl.O. The product is [CH2:10]([NH:7][C:5](=[O:6])[CH:4]1[CH2:8][CH2:9][NH:1][CH2:2][CH2:3]1)[C:11]1[CH:16]=[CH:15][CH:14]=[CH:13][CH:12]=1. The yield is 0.500. (7) The reactants are [CH2:1]1[NH:6][CH2:5][CH2:4][N:3]2[C:7](=[O:11])[CH2:8][CH2:9][CH2:10][CH:2]12.[F:12][C:13]1[CH:18]=[CH:17][CH:16]=[CH:15][C:14]=1[S:19](Cl)(=[O:21])=[O:20]. The catalyst is C(Cl)Cl.CC#N. The product is [F:12][C:13]1[CH:18]=[CH:17][CH:16]=[CH:15][C:14]=1[S:19]([N:6]1[CH2:5][CH2:4][N:3]2[C:7](=[O:11])[CH2:8][CH2:9][CH2:10][CH:2]2[CH2:1]1)(=[O:21])=[O:20]. The yield is 0.440. (8) The reactants are [CH3:1][CH2:2][C:3]1[CH:8]=[CH:7][C:6]2[NH:9][CH:10]=[C:11]([CH2:12]N(C)C)[C:5]=2[CH:4]=1.[C:16]([O:24][CH2:25][CH3:26])(=[O:23])[CH2:17][C:18]([O:20][CH2:21][CH3:22])=[O:19].[Na].Cl. No catalyst specified. The product is [CH2:21]([O:20][C:18](=[O:19])[CH:17]([CH2:12][C:11]1[C:5]2[C:6](=[CH:7][CH:8]=[C:3]([CH2:2][CH3:1])[CH:4]=2)[NH:9][CH:10]=1)[C:16]([O:24][CH2:25][CH3:26])=[O:23])[CH3:22]. The yield is 0.850. (9) The product is [C:1]1([S:7]([N:11]2[C:19]3[C:14](=[CH:15][CH:16]=[CH:17][CH:18]=3)[CH2:13][CH2:12]2)(=[O:9])=[O:8])[CH:6]=[CH:5][CH:4]=[CH:3][CH:2]=1. The yield is 0.960. The reactants are [C:1]1([S:7](Cl)(=[O:9])=[O:8])[CH:6]=[CH:5][CH:4]=[CH:3][CH:2]=1.[NH:11]1[C:19]2[C:14](=[CH:15][CH:16]=[CH:17][CH:18]=2)[CH2:13][CH2:12]1.CCN(CC)CC. The catalyst is CN(C1C=CN=CC=1)C.C(Cl)Cl. (10) The reactants are [NH2:1][C:2]1[S:3][C:4]2[CH:10]=[CH:9][CH:8]=[C:7]([O:11][C:12]([F:15])([F:14])[F:13])[C:5]=2[N:6]=1.[CH3:16][C:17]1[S:21][C:20]([C:22](Cl)=[O:23])=[CH:19][CH:18]=1. The catalyst is N1C=CC=CC=1.CN(C)C1C=CN=CC=1. The product is [F:14][C:12]([F:15])([F:13])[O:11][C:7]1[C:5]2[N:6]=[C:2]([NH:1][C:22]([C:20]3[S:21][C:17]([CH3:16])=[CH:18][CH:19]=3)=[O:23])[S:3][C:4]=2[CH:10]=[CH:9][CH:8]=1. The yield is 0.390.